From a dataset of Forward reaction prediction with 1.9M reactions from USPTO patents (1976-2016). Predict the product of the given reaction. (1) Given the reactants [NH2:1][C:2]1[S:3][CH:4]=[CH:5][C:6]=1[C:7]#[N:8].[C:9](OC(=O)C)(=[O:11])[CH3:10], predict the reaction product. The product is: [C:9]([NH:1][C:2]1[S:3][CH:4]=[CH:5][C:6]=1[C:7]#[N:8])(=[O:11])[CH3:10]. (2) Given the reactants [C:1]([C:4]1[NH:5][C:6]2[C:11]([C:12]=1[S:13]([N:16]1[CH2:21][CH2:20][O:19][C@H:18]([CH2:22][O:23][C:24]3[CH:29]=[CH:28][CH:27]=[CH:26][CH:25]=3)[CH2:17]1)(=[O:15])=[O:14])=[CH:10][C:9]([Cl:30])=[CH:8][C:7]=2[NH:31][CH2:32][CH2:33][C:34]([O:36]CC)=[O:35])(=[O:3])[NH2:2].[OH-].[Na+], predict the reaction product. The product is: [C:1]([C:4]1[NH:5][C:6]2[C:11]([C:12]=1[S:13]([N:16]1[CH2:21][CH2:20][O:19][C@H:18]([CH2:22][O:23][C:24]3[CH:29]=[CH:28][CH:27]=[CH:26][CH:25]=3)[CH2:17]1)(=[O:15])=[O:14])=[CH:10][C:9]([Cl:30])=[CH:8][C:7]=2[NH:31][CH2:32][CH2:33][C:34]([OH:36])=[O:35])(=[O:3])[NH2:2]. (3) The product is: [NH2:54][CH2:55][CH2:56][NH:61][C:42]([C:8]1[S:7][C:6]2[CH:45]=[C:2]([F:1])[CH:3]=[CH:4][C:5]=2[C:9]=1[CH:10]1[CH2:11][CH2:12][N:13]([CH2:16][CH2:17][CH2:18][N:19]2[C:27]3[CH2:26][CH2:25][N:24]([S:28]([CH3:31])(=[O:29])=[O:30])[CH2:23][C:22]=3[C:21]([C:32]3[CH:33]=[CH:34][C:35]([C:38]([F:40])([F:39])[F:41])=[CH:36][CH:37]=3)=[N:20]2)[CH2:14][CH2:15]1)=[O:43]. Given the reactants [F:1][C:2]1[CH:3]=[CH:4][C:5]2[C:9]([CH:10]3[CH2:15][CH2:14][N:13]([CH2:16][CH2:17][CH2:18][N:19]4[C:27]5[CH2:26][CH2:25][N:24]([S:28]([CH3:31])(=[O:30])=[O:29])[CH2:23][C:22]=5[C:21]([C:32]5[CH:37]=[CH:36][C:35]([C:38]([F:41])([F:40])[F:39])=[CH:34][CH:33]=5)=[N:20]4)[CH2:12][CH2:11]3)=[C:8]([C:42](O)=[O:43])[S:7][C:6]=2[CH:45]=1.CN(C(O[N:54]1N=[N:61][C:56]2C=CC=C[C:55]1=2)=[N+](C)C)C.F[P-](F)(F)(F)(F)F.CCN(C(C)C)C(C)C.C(N)CN, predict the reaction product. (4) Given the reactants [CH3:1][O:2][C:3](=[O:35])[C:4]1[CH:9]=[CH:8][C:7]([C:10]([C:15]2[N:24](S(C3C=CC=CC=3)(=O)=O)[C:18]3=[N:19][CH:20]=[C:21]([F:23])[CH:22]=[C:17]3[CH:16]=2)=[CH:11][CH:12]([CH3:14])[CH3:13])=[CH:6][C:5]=1[F:34].[F-].C([N+](CCCC)(CCCC)CCCC)CCC, predict the reaction product. The product is: [CH3:1][O:2][C:3](=[O:35])[C:4]1[CH:9]=[CH:8][C:7]([C:10]([C:15]2[NH:24][C:18]3=[N:19][CH:20]=[C:21]([F:23])[CH:22]=[C:17]3[CH:16]=2)=[CH:11][CH:12]([CH3:14])[CH3:13])=[CH:6][C:5]=1[F:34].